From a dataset of TCR-epitope binding with 47,182 pairs between 192 epitopes and 23,139 TCRs. Binary Classification. Given a T-cell receptor sequence (or CDR3 region) and an epitope sequence, predict whether binding occurs between them. (1) The epitope is KAYNVTQAF. The TCR CDR3 sequence is CASSSSGGPQETQYF. Result: 1 (the TCR binds to the epitope). (2) The epitope is YLNTLTLAV. The TCR CDR3 sequence is CASSLDGGGNTEAFF. Result: 1 (the TCR binds to the epitope). (3) The epitope is KAFSPEVIPMF. The TCR CDR3 sequence is CASSEYSGMSNQPQHF. Result: 0 (the TCR does not bind to the epitope). (4) The epitope is FLKEKGGL. The TCR CDR3 sequence is CASRSTPTDIQYF. Result: 1 (the TCR binds to the epitope). (5) The epitope is LLWNGPMAV. The TCR CDR3 sequence is CASSQGLAGVHEQFF. Result: 1 (the TCR binds to the epitope). (6) The epitope is TEILPVSMTK. The TCR CDR3 sequence is CASSQDSWSYTF. Result: 0 (the TCR does not bind to the epitope). (7) The epitope is GILGFVFTL. The TCR CDR3 sequence is CASSFGLTSSYNEQFF. Result: 1 (the TCR binds to the epitope). (8) The epitope is ELAGIGILTV. The TCR CDR3 sequence is CASSYFSGQGFSYEQYF. Result: 1 (the TCR binds to the epitope). (9) The epitope is IVTDFSVIK. The TCR CDR3 sequence is CASSLAGAKEAFF. Result: 1 (the TCR binds to the epitope).